From a dataset of Catalyst prediction with 721,799 reactions and 888 catalyst types from USPTO. Predict which catalyst facilitates the given reaction. (1) Reactant: C(OC(=O)[NH:7][C:8]1[CH:13]=[CH:12][CH:11]=[CH:10][C:9]=1[NH:14][C:15]([C:17]1[S:21][C:20]2[CH:22]=[CH:23][C:24]([O:26][CH2:27][CH2:28][N:29]([CH3:31])[CH3:30])=[CH:25][C:19]=2[CH:18]=1)=[O:16])(C)(C)C.C(=O)(O)[O-].[Na+]. Product: [NH2:7][C:8]1[CH:13]=[CH:12][CH:11]=[CH:10][C:9]=1[NH:14][C:15]([C:17]1[S:21][C:20]2[CH:22]=[CH:23][C:24]([O:26][CH2:27][CH2:28][N:29]([CH3:31])[CH3:30])=[CH:25][C:19]=2[CH:18]=1)=[O:16]. The catalyst class is: 55. (2) Reactant: [CH3:1][O:2][C:3]1[C:8]2[O:9][CH2:10][C:11](=[O:13])[NH:12][C:7]=2[CH:6]=[CH:5][CH:4]=1.C1C(=O)N([Br:21])C(=O)C1.S([O-])([O-])(=O)=S.[Na+].[Na+]. Product: [Br:21][C:6]1[C:7]2[NH:12][C:11](=[O:13])[CH2:10][O:9][C:8]=2[C:3]([O:2][CH3:1])=[CH:4][CH:5]=1. The catalyst class is: 3. (3) Product: [Cl:37][C:33]1[N:32]=[C:31]([NH:1][CH2:2][C:3]2[CH:4]=[CH:5][C:6]([NH:9][C:10](=[O:18])[C:11]3[CH:16]=[CH:15][C:14]([CH3:17])=[N:13][CH:12]=3)=[CH:7][CH:8]=2)[C:30]2[C:35](=[CH:36][C:27]([CH3:26])=[CH:28][CH:29]=2)[N:34]=1. Reactant: [NH2:1][CH2:2][C:3]1[CH:8]=[CH:7][C:6]([NH:9][C:10](=[O:18])[C:11]2[CH:16]=[CH:15][C:14]([CH3:17])=[N:13][CH:12]=2)=[CH:5][CH:4]=1.C(N(CC)CC)C.[CH3:26][C:27]1[CH:36]=[C:35]2[C:30]([C:31](Cl)=[N:32][C:33]([Cl:37])=[N:34]2)=[CH:29][CH:28]=1. The catalyst class is: 1. (4) Reactant: F[C:2]1[CH:7]=[CH:6][C:5]([N+:8]([O-:10])=[O:9])=[C:4]([O:11][CH3:12])[CH:3]=1.O1CCOCC1.[NH:19]1[CH2:23][CH2:22][C@@H:21]([OH:24])[CH2:20]1. Product: [CH3:12][O:11][C:4]1[CH:3]=[C:2]([N:19]2[CH2:23][CH2:22][CH:21]([OH:24])[CH2:20]2)[CH:7]=[CH:6][C:5]=1[N+:8]([O-:10])=[O:9]. The catalyst class is: 6. (5) The catalyst class is: 26. Reactant: [CH:1]1[CH:6]=[CH:5][C:4]([CH2:7][CH:8]=O)=[CH:3][CH:2]=1.[CH3:10][O:11][C:12]1[CH:13]=[C:14]([C:18]23[CH2:27][CH2:26][CH2:25][CH2:24][C:23]2([CH3:28])[CH2:22][NH:21][CH2:20][CH2:19]3)[CH:15]=[CH:16][CH:17]=1.C(O[BH-](OC(=O)C)OC(=O)C)(=O)C.[Na+]. Product: [CH2:8]([N:21]1[CH2:20][CH2:19][C:18]2([C:14]3[CH:15]=[CH:16][CH:17]=[C:12]([O:11][CH3:10])[CH:13]=3)[C:23]([CH3:28])([CH2:24][CH2:25][CH2:26][CH2:27]2)[CH2:22]1)[CH2:7][C:4]1[CH:5]=[CH:6][CH:1]=[CH:2][CH:3]=1. (6) Reactant: [CH2:1]([C:5]12[CH2:17][CH:16]([CH2:18][CH:19]=[O:20])[C:15](=[O:21])[C:14]([CH3:22])=[C:13]1[C:12]1[C:7](=[CH:8][C:9]([OH:23])=[CH:10][CH:11]=1)[CH2:6]2)[CH2:2][CH2:3][CH3:4].[BH4-].[Na+]. Product: [CH2:1]([C:5]12[CH2:17][CH:16]([CH2:18][CH2:19][OH:20])[C:15](=[O:21])[C:14]([CH3:22])=[C:13]1[C:12]1[C:7](=[CH:8][C:9]([OH:23])=[CH:10][CH:11]=1)[CH2:6]2)[CH2:2][CH2:3][CH3:4]. The catalyst class is: 41. (7) Reactant: [CH3:1][C:2]1[CH:11]=[C:10]2[C:5]([C:6]([C:15]3[CH:20]=[CH:19][CH:18]=[CH:17][CH:16]=3)=[C:7]([C:13]#[N:14])[C:8](=[NH:12])[O:9]2)=[CH:4][C:3]=1[Cl:21].CC1C(Cl)=CC(C(C2C=CC=CC=2)=O)=C(O)C=1.C(#N)CC#N.N1CCCCC1. Product: [NH2:12][C:8]1[O:9][C:10]2[C:5]([CH:6]([C:15]3[CH:16]=[CH:17][CH:18]=[CH:19][CH:20]=3)[C:7]=1[C:13]#[N:14])=[CH:4][C:3]([Cl:21])=[C:2]([CH3:1])[CH:11]=2. The catalyst class is: 8.